Dataset: Merck oncology drug combination screen with 23,052 pairs across 39 cell lines. Task: Regression. Given two drug SMILES strings and cell line genomic features, predict the synergy score measuring deviation from expected non-interaction effect. (1) Drug 1: CC(=O)OC1C(=O)C2(C)C(O)CC3OCC3(OC(C)=O)C2C(OC(=O)c2ccccc2)C2(O)CC(OC(=O)C(O)C(NC(=O)c3ccccc3)c3ccccc3)C(C)=C1C2(C)C. Drug 2: CC(C)CC(NC(=O)C(Cc1ccccc1)NC(=O)c1cnccn1)B(O)O. Cell line: UWB1289BRCA1. Synergy scores: synergy=-13.7. (2) Drug 1: O=S1(=O)NC2(CN1CC(F)(F)F)C1CCC2Cc2cc(C=CCN3CCC(C(F)(F)F)CC3)ccc2C1. Drug 2: O=C(O)C1(Cc2cccc(Nc3nccs3)n2)CCC(Oc2cccc(Cl)c2F)CC1. Cell line: CAOV3. Synergy scores: synergy=8.44. (3) Drug 1: CC(C)CC(NC(=O)C(Cc1ccccc1)NC(=O)c1cnccn1)B(O)O. Drug 2: CC1(c2nc3c(C(N)=O)cccc3[nH]2)CCCN1. Cell line: NCIH23. Synergy scores: synergy=-1.35.